Dataset: Forward reaction prediction with 1.9M reactions from USPTO patents (1976-2016). Task: Predict the product of the given reaction. (1) Given the reactants Br[C:2]1[CH:3]=[C:4]2[C:9](=[CH:10][CH:11]=1)[N:8]([C:12]1[CH:17]=[CH:16][C:15]([F:18])=[CH:14][CH:13]=1)[CH:7]=[C:6]([C:19]([O:21][CH2:22][CH3:23])=[O:20])[C:5]2=[O:24].[CH3:25][Si:26]([C:29]#[CH:30])([CH3:28])[CH3:27].C(N(CC)CC)C, predict the reaction product. The product is: [F:18][C:15]1[CH:16]=[CH:17][C:12]([N:8]2[C:9]3[C:4](=[CH:3][C:2]([C:30]#[C:29][Si:26]([CH3:28])([CH3:27])[CH3:25])=[CH:11][CH:10]=3)[C:5](=[O:24])[C:6]([C:19]([O:21][CH2:22][CH3:23])=[O:20])=[CH:7]2)=[CH:13][CH:14]=1. (2) Given the reactants [CH:1]([N:14]1[CH2:17][C:16](=[O:18])[CH2:15]1)([C:8]1[CH:13]=[CH:12][CH:11]=[CH:10][CH:9]=1)[C:2]1[CH:7]=[CH:6][CH:5]=[CH:4][CH:3]=1.[CH2:19]([Mg]Br)[CH3:20], predict the reaction product. The product is: [CH:1]([N:14]1[CH2:17][C:16]([CH2:19][CH3:20])([OH:18])[CH2:15]1)([C:8]1[CH:13]=[CH:12][CH:11]=[CH:10][CH:9]=1)[C:2]1[CH:3]=[CH:4][CH:5]=[CH:6][CH:7]=1. (3) Given the reactants [CH3:1][NH2:2].[CH3:3][O:4][C:5]1[CH:6]=[N:7][C:8]2[CH:9]=[CH:10][CH:11]=[C:12]([CH:15]=O)[C:13]=2[N:14]=1, predict the reaction product. The product is: [CH3:3][O:4][C:5]1[CH:6]=[N:7][C:8]2[C:13]([N:14]=1)=[C:12]([CH2:15][NH:2][CH3:1])[CH:11]=[CH:10][CH:9]=2.